This data is from Reaction yield outcomes from USPTO patents with 853,638 reactions. The task is: Predict the reaction yield, written as a fraction of the theoretical maximum amount of product (1.0 means a 100% yield; for example, 0.34 means a 34% yield). (1) The reactants are [CH3:1][N:2]1[CH2:7][CH2:6][NH:5][CH2:4][C:3]1=[O:8].Cl[C:10]1[N:15]=[CH:14][C:13]([C:16]([O:18][CH3:19])=[O:17])=[CH:12][N:11]=1. The catalyst is ClCCl. The product is [CH3:1][N:2]1[CH2:7][CH2:6][N:5]([C:10]2[N:15]=[CH:14][C:13]([C:16]([O:18][CH3:19])=[O:17])=[CH:12][N:11]=2)[CH2:4][C:3]1=[O:8]. The yield is 0.570. (2) The reactants are [CH3:1][O:2][C:3]([C:5]1[S:6][C:7](Br)=[CH:8][C:9]=1[N:10]([C@H:20]1[CH2:25][CH2:24][C@@H:23]([F:26])[CH2:22][CH2:21]1)[C:11]([C@H:13]1[CH2:18][CH2:17][C@H:16]([CH3:19])[CH2:15][CH2:14]1)=[O:12])=[O:4].[C:28]1(B(O)O)[CH2:33][CH2:32][CH2:31][CH2:30][CH:29]=1. The catalyst is C([O-])([O-])=O.[Na+].[Na+].COCCOC.C(OCC)(=O)C.C1C=CC([P]([Pd]([P](C2C=CC=CC=2)(C2C=CC=CC=2)C2C=CC=CC=2)([P](C2C=CC=CC=2)(C2C=CC=CC=2)C2C=CC=CC=2)[P](C2C=CC=CC=2)(C2C=CC=CC=2)C2C=CC=CC=2)(C2C=CC=CC=2)C2C=CC=CC=2)=CC=1. The product is [CH3:1][O:2][C:3]([C:5]1[S:6][C:7]([C:28]2[CH2:33][CH2:32][CH2:31][CH2:30][CH:29]=2)=[CH:8][C:9]=1[N:10]([C@H:20]1[CH2:25][CH2:24][C@@H:23]([F:26])[CH2:22][CH2:21]1)[C:11]([C@H:13]1[CH2:18][CH2:17][C@H:16]([CH3:19])[CH2:15][CH2:14]1)=[O:12])=[O:4]. The yield is 0.500. (3) The reactants are [Cl:1][CH:2]1[CH2:7][CH2:6][N:5](C(OCC2C=CC=CC=2)=O)[CH2:4][CH:3]1[NH:18][P:19]([O:24][CH2:25][CH3:26])([O:21][CH2:22][CH3:23])=[O:20]. The catalyst is CO.[Pd]. The product is [Cl:1][CH:2]1[CH2:7][CH2:6][NH:5][CH2:4][CH:3]1[NH:18][P:19](=[O:20])([O:24][CH2:25][CH3:26])[O:21][CH2:22][CH3:23]. The yield is 0.920.